Task: Predict the reaction yield, written as a fraction of the theoretical maximum amount of product (1.0 means a 100% yield; for example, 0.34 means a 34% yield).. Dataset: Reaction yield outcomes from USPTO patents with 853,638 reactions (1) The reactants are [OH:1][C:2]1[CH:3]=[C:4]2[C:8](=[CH:9][CH:10]=1)[NH:7][N:6]=[C:5]2[CH2:11][CH:12]([CH3:14])[CH3:13].C(=O)([O-])[O-].[K+].[K+].F[C:22]1[C:27]([CH3:28])=[CH:26][C:25]([N+:29]([O-:31])=[O:30])=[CH:24][C:23]=1[CH3:32]. The catalyst is CS(C)=O. The product is [CH3:28][C:27]1[CH:26]=[C:25]([N+:29]([O-:31])=[O:30])[CH:24]=[C:23]([CH3:32])[C:22]=1[O:1][C:2]1[CH:3]=[C:4]2[C:8](=[CH:9][CH:10]=1)[NH:7][N:6]=[C:5]2[CH2:11][CH:12]([CH3:14])[CH3:13]. The yield is 0.380. (2) The reactants are [CH3:1][C:2]1[C:7]([N+:8]([O-])=O)=[CH:6][CH:5]=[C:4]([CH3:11])[C:3]=1[NH:12][C:13](=[O:15])[CH3:14]. The catalyst is CO.CCO.C(O)(=O)C.[Pd]. The product is [NH2:8][C:7]1[C:2]([CH3:1])=[C:3]([NH:12][C:13](=[O:15])[CH3:14])[C:4]([CH3:11])=[CH:5][CH:6]=1. The yield is 0.190.